Dataset: Forward reaction prediction with 1.9M reactions from USPTO patents (1976-2016). Task: Predict the product of the given reaction. (1) The product is: [C:1]([C:3]1[CH:4]=[C:5]([CH2:10][C:11]([O:13][C:14]([CH3:17])([CH3:16])[CH3:15])=[O:12])[CH:6]=[CH:7][C:8]=1[O:33][C:30]1[CH:29]=[CH:28][C:27]([C:26](=[O:34])[NH:25][CH2:24][CH2:23][C:22]2[CH:21]=[CH:20][CH:19]=[CH:36][CH:35]=2)=[CH:32][CH:31]=1)#[N:2]. Given the reactants [C:1]([C:3]1[CH:4]=[C:5]([CH2:10][C:11]([O:13][C:14]([CH3:17])([CH3:16])[CH3:15])=[O:12])[CH:6]=[CH:7][C:8]=1F)#[N:2].Cl[C:19]1[CH:36]=[CH:35][C:22]([CH2:23][CH2:24][NH:25][C:26](=[O:34])[C:27]2[CH:32]=[CH:31][C:30]([OH:33])=[CH:29][CH:28]=2)=[CH:21][CH:20]=1.C(=O)([O-])[O-].[K+].[K+], predict the reaction product. (2) Given the reactants [CH2:1]([C:3]1[N:4]([C:14]2[CH:19]=[CH:18][C:17]([CH2:20][CH2:21][NH2:22])=[CH:16][CH:15]=2)[C:5]2[CH:10]=[C:9]([CH3:11])[N:8]=[C:7]([CH3:12])[C:6]=2[N:13]=1)[CH3:2].[S:23]([N:33]=[C:34]=[O:35])([C:26]1[CH:32]=[CH:31][C:29]([CH3:30])=[CH:28][CH:27]=1)(=[O:25])=[O:24].C, predict the reaction product. The product is: [CH2:1]([C:3]1[N:4]([C:14]2[CH:15]=[CH:16][C:17]([CH2:20][CH2:21][NH:22][C:34]([NH:33][S:23]([C:26]3[CH:32]=[CH:31][C:29]([CH3:30])=[CH:28][CH:27]=3)(=[O:25])=[O:24])=[O:35])=[CH:18][CH:19]=2)[C:5]2[CH:10]=[C:9]([CH3:11])[N:8]=[C:7]([CH3:12])[C:6]=2[N:13]=1)[CH3:2]. (3) Given the reactants Cl[C:2]1[CH:7]=[C:6]([O:8][CH2:9][C:10]#[CH:11])[N:5]=[CH:4][N:3]=1.C(=O)([O-])[O-].[K+].[K+].[F:18][C:19]([F:28])([F:27])[C:20]1[CH:21]=[C:22]([OH:26])[CH:23]=[CH:24][CH:25]=1.[Cl-].[NH4+], predict the reaction product. The product is: [F:18][C:19]([F:27])([F:28])[C:20]1[CH:21]=[C:22]([CH:23]=[CH:24][CH:25]=1)[O:26][C:2]1[CH:7]=[C:6]([O:8][CH2:9][C:10]#[CH:11])[N:5]=[CH:4][N:3]=1. (4) Given the reactants Br[CH:2]1[CH2:6][CH:5]([O:7][CH3:8])[CH2:4][C:3]1=[O:9].Cl.[C:11]([C:14]1[C:15]([CH3:25])=[CH:16][C:17]([CH3:24])=[C:18]([CH:23]=1)[C:19]([O:21][CH3:22])=[O:20])(=[NH:13])[NH2:12].C(=O)([O-])[O-].[K+].[K+], predict the reaction product. The product is: [OH:9][C:3]12[CH2:4][CH:5]([O:7][CH3:8])[CH2:6][CH:2]1[NH:13][C:11]([C:14]1[C:15]([CH3:25])=[CH:16][C:17]([CH3:24])=[C:18]([CH:23]=1)[C:19]([O:21][CH3:22])=[O:20])=[N:12]2. (5) Given the reactants I[C:2]1[CH:7]=[CH:6][N:5]=[C:4]([O:8][CH3:9])[CH:3]=1.[B:10]1([B:10]2[O:14][C:13]([CH3:16])([CH3:15])[C:12]([CH3:18])([CH3:17])[O:11]2)[O:14][C:13]([CH3:16])([CH3:15])[C:12]([CH3:18])([CH3:17])[O:11]1.C([O-])(=O)C.[K+].ClCCl, predict the reaction product. The product is: [CH3:9][O:8][C:4]1[CH:3]=[C:2]([B:10]2[O:14][C:13]([CH3:16])([CH3:15])[C:12]([CH3:18])([CH3:17])[O:11]2)[CH:7]=[CH:6][N:5]=1.